Task: Regression/Classification. Given a drug SMILES string, predict its toxicity properties. Task type varies by dataset: regression for continuous values (e.g., LD50, hERG inhibition percentage) or binary classification for toxic/non-toxic outcomes (e.g., AMES mutagenicity, cardiotoxicity, hepatotoxicity). Dataset: herg_karim.. Dataset: hERG potassium channel inhibition data for cardiac toxicity prediction from Karim et al. (1) The drug is C[N+]1CCCC(c2c(-c3ccccc3)[nH]c3ccccc23)C1. The result is 1 (blocker). (2) The compound is O=C(O)CC1CCC(c2ccc(-c3nc4cc(NC(=O)c5nc(-c6ccccc6)oc5C(F)(F)F)ccc4[nH]3)cc2)CC1. The result is 0 (non-blocker).